This data is from Full USPTO retrosynthesis dataset with 1.9M reactions from patents (1976-2016). The task is: Predict the reactants needed to synthesize the given product. (1) Given the product [Cl:1][C:2]1[C:3]([C:9]2[C:10]([OH:12])=[N:20][C:21]3[N:22]([N:23]=[CH:24][C:25]=3[C:26]([O:28][CH3:29])=[O:27])[C:15]=2[OH:17])=[N:4][CH:5]=[C:6]([Cl:8])[CH:7]=1, predict the reactants needed to synthesize it. The reactants are: [Cl:1][C:2]1[C:3]([CH:9]([C:15]([O:17]CC)=O)[C:10]([O:12]CC)=O)=[N:4][CH:5]=[C:6]([Cl:8])[CH:7]=1.[NH2:20][C:21]1[C:25]([C:26]([O:28][CH3:29])=[O:27])=[CH:24][NH:23][N:22]=1.C(N(CCCC)CCCC)CCC. (2) Given the product [C:25]([O:29][C:30](=[O:31])[NH:32][CH2:33][CH2:34][C:35]([C:40]1[CH:45]=[CH:44][C:43]([Cl:46])=[CH:42][CH:41]=1)([F:39])[C:36](=[O:38])[N:52]1[CH2:53][CH2:54][N:49]([C:55]2[C:64]3[C:59](=[CH:60][CH:61]=[CH:62][CH:63]=3)[N:58]=[CH:57][N:56]=2)[CH2:50][CH2:51]1)([CH3:26])([CH3:27])[CH3:28], predict the reactants needed to synthesize it. The reactants are: C1CN([P+](Br)(N2CCCC2)N2CCCC2)CC1.F[P-](F)(F)(F)(F)F.[C:25]([O:29][C:30]([NH:32][CH2:33][CH2:34][C:35]([C:40]1[CH:45]=[CH:44][C:43]([Cl:46])=[CH:42][CH:41]=1)([F:39])[C:36]([OH:38])=O)=[O:31])([CH3:28])([CH3:27])[CH3:26].Cl.Cl.[N:49]1([C:55]2[C:64]3[C:59](=[CH:60][CH:61]=[CH:62][CH:63]=3)[N:58]=[CH:57][N:56]=2)[CH2:54][CH2:53][NH:52][CH2:51][CH2:50]1.CCN(C(C)C)C(C)C. (3) Given the product [Br:13][C:5]1[CH:6]=[C:7]([O:11][CH3:12])[CH:8]=[C:9]2[C:4]=1[C:3](=[O:2])[NH:19][CH2:10]2, predict the reactants needed to synthesize it. The reactants are: C[O:2][C:3](=O)[C:4]1[C:9]([CH3:10])=[CH:8][C:7]([O:11][CH3:12])=[CH:6][C:5]=1[Br:13].C1C(=O)[N:19](Br)C(=O)C1.CC(N=NC(C#N)(C)C)(C#N)C.